From a dataset of Full USPTO retrosynthesis dataset with 1.9M reactions from patents (1976-2016). Predict the reactants needed to synthesize the given product. (1) Given the product [OH:7][C:6]([C:8]1[CH:9]=[CH:10][C:11]([C:14]2[N:18]=[C:17]([C:19]3[CH:24]=[C:23]([F:25])[CH:22]=[C:21]([C:26]#[N:27])[CH:20]=3)[O:16][N:15]=2)=[N:12][CH:13]=1)=[O:5], predict the reactants needed to synthesize it. The reactants are: C([O:5][C:6]([C:8]1[CH:9]=[CH:10][C:11]([C:14]2[N:18]=[C:17]([C:19]3[CH:24]=[C:23]([F:25])[CH:22]=[C:21]([C:26]#[N:27])[CH:20]=3)[O:16][N:15]=2)=[N:12][CH:13]=1)=[O:7])(C)(C)C. (2) Given the product [Cl:17][C:5]1[C:6]([NH:8][C:9]2[CH:14]=[CH:13][CH:12]=[C:11]([CH2:15][OH:16])[CH:10]=2)=[N:7][C:2]([NH:18][C:19]2[CH:20]=[C:21]([OH:25])[CH:22]=[CH:23][CH:24]=2)=[N:3][CH:4]=1, predict the reactants needed to synthesize it. The reactants are: Cl[C:2]1[N:7]=[C:6]([NH:8][C:9]2[CH:10]=[C:11]([CH2:15][OH:16])[CH:12]=[CH:13][CH:14]=2)[C:5]([Cl:17])=[CH:4][N:3]=1.[NH2:18][C:19]1[CH:20]=[C:21]([OH:25])[CH:22]=[CH:23][CH:24]=1. (3) Given the product [Br:1][C:2]1[CH:3]=[C:4]2[C:8](=[CH:9][CH:10]=1)[C:7]([OH:11])=[N:6][N:14]=[CH:5]2, predict the reactants needed to synthesize it. The reactants are: [Br:1][C:2]1[CH:3]=[C:4]2[C:8](=[CH:9][CH:10]=1)[C:7](=[O:11])[NH:6][CH:5]2O.O.[NH2:14]N. (4) Given the product [C:1](=[O:2])([OH:4])[O-:3].[Na+:5].[C:1](=[O:2])([OH:4])[OH:3].[Na+:5].[C:1](=[O:2])([O-:4])[O-:3].[C:1](=[O:2])([OH:4])[OH:3].[Na+:5], predict the reactants needed to synthesize it. The reactants are: [C:1](=[O:4])([OH:3])[O-:2].[Na+:5]. (5) Given the product [CH3:1][C:2]1[S:3][C:4]2[C:7](=[O:12])[CH:8]([CH3:10])[CH2:9][C:5]=2[CH:6]=1, predict the reactants needed to synthesize it. The reactants are: [CH3:1][C:2]1[S:3][CH:4]=[CH:5][CH:6]=1.[C:7]([OH:12])(=O)[C:8]([CH3:10])=[CH2:9].CS(O)(=O)=O.O=P12OP3(OP(OP(O3)(O1)=O)(=O)O2)=O.O. (6) Given the product [CH3:2][C:3]1[S:7][C:6]2=[N:8][C:9]([CH2:11][C:12]([O:14][CH2:15][CH3:16])=[O:13])=[CH:10][N:5]2[CH:4]=1, predict the reactants needed to synthesize it. The reactants are: Br.[CH3:2][C:3]1[S:7][C:6]2=[N:8][C:9]([CH2:11][C:12]([O:14][CH2:15][CH3:16])=[O:13])=[CH:10][N:5]2[CH:4]=1.C(=O)([O-])[O-].[K+].[K+]. (7) Given the product [F:8][C:5]1[CH:6]=[CH:7][C:2]([C:16]2[C:15]([C:13]#[N:14])=[CH:20][CH:19]=[CH:18][CH:17]=2)=[CH:3][C:4]=1[N+:9]([O-:11])=[O:10], predict the reactants needed to synthesize it. The reactants are: Br[C:2]1[CH:7]=[CH:6][C:5]([F:8])=[C:4]([N+:9]([O-:11])=[O:10])[CH:3]=1.[Br-].[C:13]([C:15]1[CH:20]=[CH:19][CH:18]=[CH:17][C:16]=1[Zn+])#[N:14].O. (8) Given the product [CH2:15]([C:2]1[CH:7]=[CH:6][C:5]([Br:8])=[CH:4][CH:3]=1)[CH:11]=[CH2:12], predict the reactants needed to synthesize it. The reactants are: Br[C:2]1[CH:7]=[CH:6][C:5]([Br:8])=[CH:4][CH:3]=1.CO[CH:11]1[CH2:15]CC[CH2:12]1.C([Mg]Cl)(C)C.C([Li])CCC.C(Br)C=C.[Cl-].[NH4+]. (9) Given the product [F:22][C:21]([F:24])([F:23])[C:19]([OH:25])=[O:20].[CH3:18][O:17][C:15](=[O:16])[C@H:13]([O:12][CH:10]1[CH2:11][NH:8][CH2:9]1)[CH3:14], predict the reactants needed to synthesize it. The reactants are: C(OC([N:8]1[CH2:11][CH:10]([O:12][C@@H:13]([C:15]([O:17][CH3:18])=[O:16])[CH3:14])[CH2:9]1)=O)(C)(C)C.[C:19]([OH:25])([C:21]([F:24])([F:23])[F:22])=[O:20]. (10) Given the product [CH3:1][O:2][CH2:3][C@H:4]([N:6]1[C:7]2[N:8]=[CH:9][N:10]=[C:11]([C:14]3[C:15]([CH3:22])=[N:16][C:17]([O:20][CH3:21])=[CH:18][CH:19]=3)[C:12]=2[N:13]=[C:24]([CH3:26])[C:23]1=[O:27])[CH3:5], predict the reactants needed to synthesize it. The reactants are: [CH3:1][O:2][CH2:3][C@H:4]([NH:6][C:7]1[C:12]([NH2:13])=[C:11]([C:14]2[C:15]([CH3:22])=[N:16][C:17]([O:20][CH3:21])=[CH:18][CH:19]=2)[N:10]=[CH:9][N:8]=1)[CH3:5].[C:23](OCC)(=[O:27])[C:24]([CH3:26])=O.